From a dataset of Catalyst prediction with 721,799 reactions and 888 catalyst types from USPTO. Predict which catalyst facilitates the given reaction. Reactant: [NH2:1][C:2]1[CH:11]=[C:10]2[C:5]([CH:6]=[C:7]([C:15]3[CH:20]=[C:19]([NH2:21])[C:18]([F:22])=[CH:17][C:16]=3[F:23])[C:8](=[O:14])[N:9]2[CH2:12][CH3:13])=[CH:4][N:3]=1.[C:24]1([N:30]=[C:31]=[O:32])[CH:29]=[CH:28][CH:27]=[CH:26][CH:25]=1. Product: [NH2:1][C:2]1[CH:11]=[C:10]2[C:5]([CH:6]=[C:7]([C:15]3[C:16]([F:23])=[CH:17][C:18]([F:22])=[C:19]([NH:21][C:31]([NH:30][C:24]4[CH:29]=[CH:28][CH:27]=[CH:26][CH:25]=4)=[O:32])[CH:20]=3)[C:8](=[O:14])[N:9]2[CH2:12][CH3:13])=[CH:4][N:3]=1. The catalyst class is: 2.